From a dataset of Forward reaction prediction with 1.9M reactions from USPTO patents (1976-2016). Predict the product of the given reaction. Given the reactants O.[NH2:2][NH2:3].[C:4]([C:12]1[CH:20]=[CH:19][C:18]([O:21][CH3:22])=[CH:17][C:13]=1[C:14](O)=[O:15])(=O)[C:5]1[CH:10]=[CH:9][CH:8]=[CH:7][CH:6]=1, predict the reaction product. The product is: [CH3:22][O:21][C:18]1[CH:17]=[C:13]2[C:12]([C:4]([C:5]3[CH:10]=[CH:9][CH:8]=[CH:7][CH:6]=3)=[N:2][NH:3][C:14]2=[O:15])=[CH:20][CH:19]=1.